From a dataset of Full USPTO retrosynthesis dataset with 1.9M reactions from patents (1976-2016). Predict the reactants needed to synthesize the given product. (1) The reactants are: C([O:8][N:9]1[C:14]2[N:15]=[CH:16][N:17]=[C:18]([CH3:19])[C:13]=2[C:12]([NH:20][CH2:21][CH:22]2[CH2:27][NH:26][CH:25]([O:28][CH3:29])[CH2:24][CH2:23]2)=[CH:11][C:10]1=[O:30])C1C=CC=CC=1.[H][H]. Given the product [OH:8][N:9]1[C:14]2[N:15]=[CH:16][N:17]=[C:18]([CH3:19])[C:13]=2[C:12]([NH:20][CH2:21][C:22]2[CH:23]=[CH:24][C:25]([O:28][CH3:29])=[N:26][CH:27]=2)=[CH:11][C:10]1=[O:30], predict the reactants needed to synthesize it. (2) Given the product [C:1]([O:5][C:6]([N:8]([CH2:24][CH2:25][C:26]1[CH:31]=[CH:30][CH:29]=[CH:28][C:27]=1[OH:32])[CH:9]1[CH2:18][CH2:17][CH2:16][C:15]2[N:14]=[C:13]([C:19]([O:21][CH2:22][CH3:23])=[O:20])[CH:12]=[CH:11][C:10]1=2)=[O:7])([CH3:2])([CH3:3])[CH3:4], predict the reactants needed to synthesize it. The reactants are: [C:1]([O:5][C:6]([N:8]([CH2:24][CH2:25][C:26]1[CH:31]=[CH:30][CH:29]=[CH:28][C:27]=1[O:32]CC1C=CC(C2OC3C=CC(C)=CC=3N=2)=CC=1)[CH:9]1[CH2:18][CH2:17][CH2:16][C:15]2[N:14]=[C:13]([C:19]([O:21][CH2:22][CH3:23])=[O:20])[CH:12]=[CH:11][C:10]1=2)=[O:7])([CH3:4])([CH3:3])[CH3:2].C([O-])=O.[NH4+]. (3) Given the product [F:3][C:4]1[CH:5]=[C:6]([CH:32]=[CH:33][C:34]=1[CH3:35])[CH2:7][C@@H:8]1[CH2:12][CH2:11][CH2:10][N:9]1[CH2:13][C@@H:14]([OH:31])[CH2:15][O:16][C@@H:17]([C:19]1[CH:24]=[CH:23][CH:22]=[CH:21][C:20]=1/[CH:25]=[CH:26]/[C:27]([OH:29])=[O:28])[CH3:18], predict the reactants needed to synthesize it. The reactants are: [OH-].[Na+].[F:3][C:4]1[CH:5]=[C:6]([CH:32]=[CH:33][C:34]=1[CH3:35])[CH2:7][C@@H:8]1[CH2:12][CH2:11][CH2:10][N:9]1[CH2:13][C@@H:14]([OH:31])[CH2:15][O:16][C@@H:17]([C:19]1[CH:24]=[CH:23][CH:22]=[CH:21][C:20]=1/[CH:25]=[CH:26]/[C:27]([O:29]C)=[O:28])[CH3:18].O1CCCC1. (4) Given the product [C:38]([SiH2:37][O:36][C:35]([CH3:43])([CH3:42])[C@@H:34]1[CH2:33][CH2:32][C:31](=[O:44])[N:30]1[CH2:29][C:25]1[CH:24]=[C:23]([C:8]2[CH:7]=[C:6]3[C:11](=[CH:10][CH:9]=2)[N:2]([CH3:1])[C:3](=[O:21])[CH2:4][CH2:5]3)[CH:28]=[N:27][CH:26]=1)([CH3:41])([CH3:39])[CH3:40], predict the reactants needed to synthesize it. The reactants are: [CH3:1][N:2]1[C:11]2[C:6](=[CH:7][C:8](B3OC(C)(C)C(C)(C)O3)=[CH:9][CH:10]=2)[CH2:5][CH2:4][C:3]1=[O:21].Br[C:23]1[CH:24]=[C:25]([CH2:29][N:30]2[C@H:34]([C:35]([CH3:43])([CH3:42])[O:36][SiH2:37][C:38]([CH3:41])([CH3:40])[CH3:39])[CH2:33][CH2:32][C:31]2=[O:44])[CH:26]=[N:27][CH:28]=1. (5) Given the product [CH:21]1([C:19]2[O:20][C:16]3[C:17](=[C:24]([C:27]#[N:28])[C:25]([CH3:26])=[C:14]([C:11]4[CH2:12][CH2:13][CH:9]([OH:1])[CH:10]=4)[C:15]=3[F:29])[N:18]=2)[CH2:23][CH2:22]1, predict the reactants needed to synthesize it. The reactants are: [O:1]([CH:9]1[CH2:13][CH2:12][C:11]([C:14]2[C:15]([F:29])=[C:16]3[O:20][C:19]([CH:21]4[CH2:23][CH2:22]4)=[N:18][C:17]3=[C:24]([C:27]#[N:28])[C:25]=2[CH3:26])=[CH:10]1)[Si](C(C)(C)C)(C)C.[F-].C([N+](CCCC)(CCCC)CCCC)CCC.[Cl-].[NH4+]. (6) Given the product [CH3:28][N:29]1[CH2:33][CH2:32][CH2:31][C@@H:30]1[C:34]([NH:1][C:2]1[CH:3]=[CH:4][C:5]([S:8][C:9]2[C:18]3[C:13](=[CH:14][CH:15]=[CH:16][CH:17]=3)[NH:12]/[C:11](=[C:19]3/[C:20]([CH2:25][CH2:26][CH3:27])=[N:21][NH:22][C:23]/3=[O:24])/[CH:10]=2)=[CH:6][CH:7]=1)=[O:35], predict the reactants needed to synthesize it. The reactants are: [NH2:1][C:2]1[CH:7]=[CH:6][C:5]([S:8][C:9]2[C:18]3[C:13](=[CH:14][CH:15]=[CH:16][CH:17]=3)[NH:12]/[C:11](=[C:19]3/[C:20]([CH2:25][CH2:26][CH3:27])=[N:21][NH:22][C:23]/3=[O:24])/[CH:10]=2)=[CH:4][CH:3]=1.[CH3:28][N:29]1[CH2:33][CH2:32][CH2:31][C@@H:30]1[C:34](Cl)=[O:35]. (7) Given the product [OH-:5].[NH4+:8].[CH3:59][O:60][C:61]1[CH:62]=[C:63]([C:69]2[C@@H:78]3[C@@H:73]([CH2:74][CH2:75][CH2:76][CH2:77]3)[C:72](=[O:79])[N:71]([CH:80]3[CH2:81][CH2:82][N:83]([C:16](=[O:18])[C@H:9]([NH:8][C:6](=[O:7])[O:5][C:1]([CH3:2])([CH3:3])[CH3:4])[CH2:10][C:11]4[N:15]=[CH:14][NH:13][CH:12]=4)[CH2:84][CH2:85]3)[N:70]=2)[CH:64]=[CH:65][C:66]=1[O:67][CH3:68], predict the reactants needed to synthesize it. The reactants are: [C:1]([O:5][C:6]([NH:8][C@@H:9]([C:16]([OH:18])=O)[CH2:10][C:11]1[N:15]=[CH:14][NH:13][CH:12]=1)=[O:7])([CH3:4])([CH3:3])[CH3:2].CN(C(ON1N=NC2C=CC=CC1=2)=[N+](C)C)C.[B-](F)(F)(F)F.C1C=CC2N(O)N=NC=2C=1.CN1CCOCC1.Cl.[CH3:59][O:60][C:61]1[CH:62]=[C:63]([C:69]2[C@@H:78]3[C@@H:73]([CH2:74][CH2:75][CH2:76][CH2:77]3)[C:72](=[O:79])[N:71]([CH:80]3[CH2:85][CH2:84][NH:83][CH2:82][CH2:81]3)[N:70]=2)[CH:64]=[CH:65][C:66]=1[O:67][CH3:68].